This data is from Reaction yield outcomes from USPTO patents with 853,638 reactions. The task is: Predict the reaction yield, written as a fraction of the theoretical maximum amount of product (1.0 means a 100% yield; for example, 0.34 means a 34% yield). (1) The reactants are C([Li])CCC.[CH2:6]([O:13][C:14]1[CH:19]=[CH:18][C:17](Br)=[CH:16][CH:15]=1)[C:7]1[CH:12]=[CH:11][CH:10]=[CH:9][CH:8]=1.[O:21]=[C:22]1[CH2:27][CH2:26][N:25]([C:28]([O:30][CH2:31][C:32]2[CH:37]=[CH:36][CH:35]=[CH:34][CH:33]=2)=[O:29])[CH2:24][CH2:23]1. The catalyst is C1COCC1. The product is [CH2:6]([O:13][C:14]1[CH:19]=[CH:18][C:17]([C:22]2([OH:21])[CH2:23][CH2:24][N:25]([C:28]([O:30][CH2:31][C:32]3[CH:37]=[CH:36][CH:35]=[CH:34][CH:33]=3)=[O:29])[CH2:26][CH2:27]2)=[CH:16][CH:15]=1)[C:7]1[CH:12]=[CH:11][CH:10]=[CH:9][CH:8]=1. The yield is 0.301. (2) The reactants are C([O:4][CH2:5][CH2:6][C:7]([F:21])([F:20])[CH2:8][N:9]1[C:13](=[O:14])[C:12]2=[CH:15][CH:16]=[CH:17][CH:18]=[C:11]2[C:10]1=[O:19])(=O)C.CC(C[AlH]CC(C)C)C.[NH4+].[Cl-].[O-]S([O-])(=O)=O.[Mg+2]. The catalyst is C1COCC1.C(OCC)C. The product is [F:21][C:7]([F:20])([CH2:6][CH2:5][OH:4])[CH2:8][N:9]1[C:13](=[O:14])[C:12]2=[CH:15][CH:16]=[CH:17][CH:18]=[C:11]2[C:10]1=[O:19]. The yield is 0.450. (3) The reactants are [C:1]([C:5]1[N:6]([CH3:17])[C:7]2[C:12]([CH:13]=1)=[CH:11][C:10]([N+:14]([O-])=O)=[CH:9][CH:8]=2)([CH3:4])([CH3:3])[CH3:2]. The catalyst is CO.[Ni]. The product is [C:1]([C:5]1[N:6]([CH3:17])[C:7]2[C:12]([CH:13]=1)=[CH:11][C:10]([NH2:14])=[CH:9][CH:8]=2)([CH3:4])([CH3:2])[CH3:3]. The yield is 0.660. (4) The reactants are [C:51]12([C:45]3[CH:44]=[C:43](B4OB([C:43]5[CH:48]=[CH:47][C:46]([O:49][CH3:50])=[C:45]([C:51]67[CH2:52][CH:53]8[CH2:59][CH:57]([CH2:56][CH:55]([CH2:54]8)[CH2:60]6)[CH2:58]7)[CH:44]=5)OB([C:43]5[CH:48]=[CH:47][C:46]([O:49][CH3:50])=[C:45]([C:51]67[CH2:60][CH:55]8[CH2:56][CH:57]([CH2:59][CH:53]([CH2:54]8)[CH2:52]6)[CH2:58]7)[CH:44]=5)O4)[CH:48]=[CH:47][C:46]=3[O:49][CH3:50])[CH2:52][CH:53]3[CH2:59][CH:57]([CH2:56][CH:55]([CH2:54]3)[CH2:60]1)[CH2:58]2.FC(F)(F)S(O[C:67]1[CH:76]=[CH:75][C:74]2[C:69](=[CH:70][CH:71]=[C:72]([Br:77])[CH:73]=2)[CH:68]=1)(=O)=O.[O-]P([O-])([O-])=O.[K+].[K+].[K+].C1COCC1. The catalyst is C1C=CC([P]([Pd]([P](C2C=CC=CC=2)(C2C=CC=CC=2)C2C=CC=CC=2)([P](C2C=CC=CC=2)(C2C=CC=CC=2)C2C=CC=CC=2)[P](C2C=CC=CC=2)(C2C=CC=CC=2)C2C=CC=CC=2)(C2C=CC=CC=2)C2C=CC=CC=2)=CC=1.O. The product is [C:51]12([C:45]3[CH:44]=[C:43]([C:67]4[CH:68]=[C:69]5[C:74](=[CH:75][CH:76]=4)[CH:73]=[C:72]([Br:77])[CH:71]=[CH:70]5)[CH:48]=[CH:47][C:46]=3[O:49][CH3:50])[CH2:52][CH:53]3[CH2:54][CH:55]([CH2:56][CH:57]([CH2:59]3)[CH2:58]1)[CH2:60]2. The yield is 0.850. (5) The reactants are IC.[C:3]([O:7][C:8]([N:10]1[CH2:15][CH:14]=[C:13]([C:16]2[C:24]3[C:19](=[CH:20][CH:21]=[C:22]([C:25]([OH:27])=[O:26])[CH:23]=3)[NH:18][CH:17]=2)[CH2:12][CH2:11]1)=[O:9])([CH3:6])([CH3:5])[CH3:4].[C:28](=O)([O-])[O-].[K+].[K+]. The catalyst is CN(C=O)C. The product is [C:3]([O:7][C:8]([N:10]1[CH2:11][CH:12]=[C:13]([C:16]2[C:24]3[C:19](=[CH:20][CH:21]=[C:22]([C:25]([O:27][CH3:28])=[O:26])[CH:23]=3)[NH:18][CH:17]=2)[CH2:14][CH2:15]1)=[O:9])([CH3:6])([CH3:4])[CH3:5]. The yield is 0.730. (6) The reactants are [NH2:1][C:2]1[N:7]=[CH:6][N:5]=[C:4]2[N:8]([C:27]3[CH:32]=[CH:31][C:30]([N+:33]([O-:35])=[O:34])=[CH:29][CH:28]=3)[N:9]=[C:10]([C:11]3[CH:16]=[CH:15][C:14]([NH:17]C(=O)OC(C)(C)C)=[C:13]([O:25][CH3:26])[CH:12]=3)[C:3]=12.FC(F)(F)C(O)=O. The catalyst is ClCCl. The product is [NH2:1][C:2]1[N:7]=[CH:6][N:5]=[C:4]2[N:8]([C:27]3[CH:28]=[CH:29][C:30]([N+:33]([O-:35])=[O:34])=[CH:31][CH:32]=3)[N:9]=[C:10]([C:11]3[CH:16]=[CH:15][C:14]([NH2:17])=[C:13]([O:25][CH3:26])[CH:12]=3)[C:3]=12. The yield is 0.940. (7) The reactants are [CH:1]1([C:4]([NH:6][C:7]2[CH:12]=[CH:11][CH:10]=[C:9]([C:13]3[C:21]4[C:16](=[CH:17][CH:18]=[C:19]([C:22]5[N:26]=[CH:25][N:24](C(C6C=CC=CC=6)(C6C=CC=CC=6)C6C=CC=CC=6)[N:23]=5)[CH:20]=4)[N:15](C4CCCCO4)[N:14]=3)[CH:8]=2)=[O:5])[CH2:3][CH2:2]1. The catalyst is Cl.O1CCOCC1. The product is [NH:24]1[CH:25]=[N:26][C:22]([C:19]2[CH:20]=[C:21]3[C:16](=[CH:17][CH:18]=2)[NH:15][N:14]=[C:13]3[C:9]2[CH:8]=[C:7]([NH:6][C:4]([CH:1]3[CH2:2][CH2:3]3)=[O:5])[CH:12]=[CH:11][CH:10]=2)=[N:23]1. The yield is 0.300.